This data is from Experimentally validated miRNA-target interactions with 360,000+ pairs, plus equal number of negative samples. The task is: Binary Classification. Given a miRNA mature sequence and a target amino acid sequence, predict their likelihood of interaction. (1) Result: 0 (no interaction). The miRNA is hsa-miR-3142 with sequence AAGGCCUUUCUGAACCUUCAGA. The protein sequence of the target gene is MIYGRSLFHIIASLIILHSSGATKKGTEKQITPETQKSVQCGTWTKHAEGGVFTSPNYPSKYPPDRECVYIIEAAPRQCIELYFDEKYSIEPSWECKFDHIEVRDGPFGFSPIIGRFCGQQNPPVIKSSGRFLWIKFFADGELESMGFSARYNFTPDPDFKDLGVLKPLPACEFEMGGPEGIVESIQILKEGKASASEAVDCKWYIRAPPRSKIYLRFLDYEMQNSNECKRNFVAVYDGSSSVEDLKAKFCSTVANDVMLRTGLGVIRMWADEGSRNSRFQMLFTSFQEPPCEGNTFFCH.... (2) The miRNA is hsa-miR-548ae-3p with sequence CAAAAACUGCAAUUACUUUCA. The protein sequence of the target gene is MEEPPQEALAEPLKHESPAAPSSAGHTKGQEEDDQKNQAERKADNHTAHRIADQTALRVPSQAESSIFSQATNGVAEQNGHSTPGQAGRRASNPADVSDLRADDQVNQTPSEQTKGKASSQANNVQHEQSDGQVSGLTEERTAEQTERRLPTQAERRTSGQIDGRLAMPSDQRGSRQTDHRMAGQSERRASEQMDRRMSGEAERRTSEQITHRLSKLSERRPSVQIDSGSSVPSDQSPSVQIDSGSSVPSDQRPSVQIDRRMSGKVRRRSSEKTDYRLAGLADPGTSEQTDLRLYGLVDH.... Result: 1 (interaction).